Dataset: Reaction yield outcomes from USPTO patents with 853,638 reactions. Task: Predict the reaction yield, written as a fraction of the theoretical maximum amount of product (1.0 means a 100% yield; for example, 0.34 means a 34% yield). (1) The reactants are [CH:1]([C:3]1[CH:8]=[C:7]([O:9][CH3:10])[N:6]=[CH:5][C:4]=1[O:11][CH2:12][C:13]1[C:14]([C:19]2[N:23]([CH2:24][C:25]([O:27]CC)=[O:26])[N:22]=[CH:21][CH:20]=2)=[N:15][CH:16]=[CH:17][CH:18]=1)=[O:2].[OH-].[Na+]. The catalyst is CO.C1COCC1. The product is [CH:1]([C:3]1[CH:8]=[C:7]([O:9][CH3:10])[N:6]=[CH:5][C:4]=1[O:11][CH2:12][C:13]1[C:14]([C:19]2[N:23]([CH2:24][C:25]([OH:27])=[O:26])[N:22]=[CH:21][CH:20]=2)=[N:15][CH:16]=[CH:17][CH:18]=1)=[O:2]. The yield is 0.800. (2) The reactants are [F:1][C:2]1[CH:7]=[CH:6][CH:5]=[CH:4][C:3]=1[CH:8]([OH:26])[CH:9]([CH2:15][C:16]1[CH:21]=[CH:20][C:19]([C:22]([F:25])([F:24])[F:23])=[CH:18][CH:17]=1)[C:10]([O:12]CC)=[O:11].[Na].[OH-].Cl. The catalyst is CO. The product is [F:1][C:2]1[CH:7]=[CH:6][CH:5]=[CH:4][C:3]=1[CH:8]([OH:26])[CH:9]([CH2:15][C:16]1[CH:21]=[CH:20][C:19]([C:22]([F:24])([F:25])[F:23])=[CH:18][CH:17]=1)[C:10]([OH:12])=[O:11]. The yield is 0.800. (3) The reactants are [NH:1]1[C:9]2[C:4](=[CH:5][CH:6]=[CH:7][CH:8]=2)[C:3]([CH2:10][C@H:11]([NH2:13])[CH3:12])=[CH:2]1.FC(F)(F)S(O[CH2:20][CH:21]([F:23])[F:22])(=O)=O.C(NC(C)C)(C)C. The catalyst is C(OC(C)=O)(C)C. The product is [F:22][CH:21]([F:23])[CH2:20][NH:13][C@H:11]([CH3:12])[CH2:10][C:3]1[C:4]2[C:9](=[CH:8][CH:7]=[CH:6][CH:5]=2)[NH:1][CH:2]=1. The yield is 0.970. (4) The reactants are CC(S([NH:7][C:8]1([C:18]2[S:19][C:20]([C:23]3[CH:28]=[C:27]([NH:29][C:30]4[N:35]=[C:34]([C:36]([F:39])([F:38])[F:37])[CH:33]=[CH:32][N:31]=4)[CH:26]=[C:25]([CH3:40])[CH:24]=3)=[CH:21][N:22]=2)[CH2:17][CH2:16][C:11]2(OCC[O:12]2)[CH2:10][CH2:9]1)=O)(C)C.C(Cl)(Cl)Cl.[N-:45]=[N+]=[N-].[Na+].CS(O)(=O)=O. The catalyst is O. The product is [NH2:7][C:8]1([C:18]2[S:19][C:20]([C:23]3[CH:28]=[C:27]([NH:29][C:30]4[N:35]=[C:34]([C:36]([F:39])([F:38])[F:37])[CH:33]=[CH:32][N:31]=4)[CH:26]=[C:25]([CH3:40])[CH:24]=3)=[CH:21][N:22]=2)[CH2:17][CH2:16][NH:45][C:11](=[O:12])[CH2:10][CH2:9]1. The yield is 0.660. (5) The reactants are [Br:1][C:2]1[CH:14]=[CH:13][C:5]([CH2:6][C:7]2([C:11]#N)[CH2:10][CH2:9][CH2:8]2)=[C:4](I)[CH:3]=1.C([Li])(C)(C)C.C1C[O:24]CC1. No catalyst specified. The product is [Br:1][C:2]1[CH:14]=[C:13]2[C:5]([CH2:6][C:7]3([CH2:10][CH2:9][CH2:8]3)[C:11]2=[O:24])=[CH:4][CH:3]=1. The yield is 0.630. (6) The reactants are [OH-].[Li+].[NH2:3][C:4]1[CH:9]=[CH:8][C:7]([C:10]([NH:12][C@@H:13]([CH:18]2[CH2:23][CH2:22][CH2:21][CH2:20][CH2:19]2)[C:14]([O:16]C)=[O:15])=[O:11])=[C:6]([NH:24][C:25]([NH:27][C:28]2[C:33]([CH3:34])=[CH:32][C:31]([CH3:35])=[CH:30][C:29]=2[CH3:36])=[O:26])[CH:5]=1.CO.O. The catalyst is C1COCC1. The product is [NH2:3][C:4]1[CH:9]=[CH:8][C:7]([C:10]([NH:12][C@@H:13]([CH:18]2[CH2:19][CH2:20][CH2:21][CH2:22][CH2:23]2)[C:14]([OH:16])=[O:15])=[O:11])=[C:6]([NH:24][C:25]([NH:27][C:28]2[C:33]([CH3:34])=[CH:32][C:31]([CH3:35])=[CH:30][C:29]=2[CH3:36])=[O:26])[CH:5]=1. The yield is 0.350. (7) The reactants are [NH2:1][C:2]([C@@H:4]1[CH2:8][CH2:7][C@H:6]([C:9]2[CH:14]=[CH:13][C:12]([OH:15])=[CH:11][CH:10]=2)[N:5]1[C:16]([O:18][C:19]([CH3:22])([CH3:21])[CH3:20])=[O:17])=[O:3].F[C:24]1[CH:31]=[CH:30][CH:29]=[CH:28][C:25]=1[C:26]#[N:27].C([O-])([O-])=O.[K+].[K+].O. The catalyst is CN(C=O)C.C(OCC)(=O)C. The product is [NH2:1][C:2]([C@@H:4]1[CH2:8][CH2:7][C@H:6]([C:9]2[CH:14]=[CH:13][C:12]([O:15][C:24]3[CH:31]=[CH:30][CH:29]=[CH:28][C:25]=3[C:26]#[N:27])=[CH:11][CH:10]=2)[N:5]1[C:16]([O:18][C:19]([CH3:22])([CH3:21])[CH3:20])=[O:17])=[O:3]. The yield is 0.750.